Dataset: Full USPTO retrosynthesis dataset with 1.9M reactions from patents (1976-2016). Task: Predict the reactants needed to synthesize the given product. (1) Given the product [CH:1]1([N:6]2[CH2:12][C@:11]([F:15])([CH:13]=[CH2:14])[C:10](=[O:16])[N:9]([CH3:17])[C:8]3[CH:18]=[N:19][C:20]([NH:22][C:23]4[C:32]([O:33][CH3:34])=[CH:31][C:26]([C:27]([OH:29])=[O:28])=[C:25]([F:35])[CH:24]=4)=[N:21][C:7]2=3)[CH2:5][CH2:4][CH2:3][CH2:2]1, predict the reactants needed to synthesize it. The reactants are: [CH:1]1([N:6]2[CH2:12][C@:11]([F:15])([CH:13]=[CH2:14])[C:10](=[O:16])[N:9]([CH3:17])[C:8]3[CH:18]=[N:19][C:20]([NH:22][C:23]4[C:32]([O:33][CH3:34])=[CH:31][C:26]([C:27]([O:29]C)=[O:28])=[C:25]([F:35])[CH:24]=4)=[N:21][C:7]2=3)[CH2:5][CH2:4][CH2:3][CH2:2]1. (2) Given the product [Cl:26][C:27]1[CH:32]=[CH:31][C:30]([CH:33]2[CH:37]([C:38]3[CH:39]=[CH:40][C:41]([Cl:44])=[CH:42][CH:43]=3)[N:36]([C:45]([N:5]3[CH2:4][CH2:3][N:2]([S:8]([N:11]4[CH2:12][CH2:13][O:14][CH2:15][CH2:16]4)(=[O:10])=[O:9])[CH2:7][CH2:6]3)=[O:46])[C:35]([C:48]3[CH:53]=[CH:52][C:51]([C:54]([F:55])([F:56])[F:57])=[CH:50][C:49]=3[O:58][CH2:59][CH3:60])=[N:34]2)=[CH:29][CH:28]=1, predict the reactants needed to synthesize it. The reactants are: Cl.[N:2]1([S:8]([N:11]2[CH2:16][CH2:15][O:14][CH2:13][CH2:12]2)(=[O:10])=[O:9])[CH2:7][CH2:6][NH:5][CH2:4][CH2:3]1.C(N(C(C)C)CC)(C)C.[Cl:26][C:27]1[CH:32]=[CH:31][C:30]([CH:33]2[CH:37]([C:38]3[CH:43]=[CH:42][C:41]([Cl:44])=[CH:40][CH:39]=3)[N:36]([C:45](Cl)=[O:46])[C:35]([C:48]3[CH:53]=[CH:52][C:51]([C:54]([F:57])([F:56])[F:55])=[CH:50][C:49]=3[O:58][CH2:59][CH3:60])=[N:34]2)=[CH:29][CH:28]=1. (3) Given the product [Cl:1][CH2:2][CH2:3][CH:4]([C:5]1[CH:10]=[CH:9][C:8]([Cl:11])=[CH:7][C:6]=1[Cl:12])[OH:19], predict the reactants needed to synthesize it. The reactants are: [Cl:1][CH2:2][C:3](=O)[CH2:4][C:5]1[CH:10]=[CH:9][C:8]([Cl:11])=[CH:7][C:6]=1[Cl:12].[BH4-].[Na+].[NH4+].[Cl-].C[OH:19]. (4) Given the product [CH2:1]([C@@H:8]1[CH2:19][N:18]2[C:10]([C:11]3[N:12]([CH2:25][O:26][CH3:27])[C:13]([S:30][CH3:29])=[N:14][C:15]=3[N:16]([CH2:21][CH2:22][CH3:23])[C:17]2=[O:20])=[N:9]1)[C:2]1[CH:7]=[CH:6][CH:5]=[CH:4][CH:3]=1, predict the reactants needed to synthesize it. The reactants are: [CH2:1]([C@@H:8]1[CH2:19][N:18]2[C:10]([C:11]3[N:12]([CH2:25][O:26][CH3:27])[C:13](Br)=[N:14][C:15]=3[N:16]([CH2:21][CH2:22][CH3:23])[C:17]2=[O:20])=[N:9]1)[C:2]1[CH:7]=[CH:6][CH:5]=[CH:4][CH:3]=1.[Na].[CH3:29][SH:30].O. (5) Given the product [C:26]([O:21][C:18]1[CH:17]=[CH:16][C:15]([C:5]2[N:6]=[C:7]([CH2:8][C:9]3[CH:10]=[CH:11][CH:12]=[CH:13][CH:14]=3)[C:2]([NH:1][C:30](=[O:33])[CH3:22])=[N:3][CH:4]=2)=[CH:20][CH:19]=1)(=[O:28])[CH3:27], predict the reactants needed to synthesize it. The reactants are: [NH2:1][C:2]1[C:7]([CH2:8][C:9]2[CH:14]=[CH:13][CH:12]=[CH:11][CH:10]=2)=[N:6][C:5]([C:15]2[CH:20]=[CH:19][C:18]([OH:21])=[CH:17][CH:16]=2)=[CH:4][N:3]=1.[CH:22](Cl)(Cl)Cl.[C:26](Cl)(=[O:28])[CH3:27].[C:30](=[O:33])(O)[O-].[Na+]. (6) Given the product [Cl:8][C:9]1[C:10]([S:7][C:1]2[CH:6]=[CH:5][CH:4]=[CH:3][CH:2]=2)=[CH:11][C:12]2[O:17][CH:16]([C:18]([F:20])([F:21])[F:19])[C:15]([C:22]([OH:24])=[O:23])=[CH:14][C:13]=2[CH:27]=1, predict the reactants needed to synthesize it. The reactants are: [C:1]1([SH:7])[CH:6]=[CH:5][CH:4]=[CH:3][CH:2]=1.[Cl:8][C:9]1[C:10](F)=[CH:11][C:12]2[O:17][CH:16]([C:18]([F:21])([F:20])[F:19])[C:15]([C:22]([O:24]CC)=[O:23])=[CH:14][C:13]=2[CH:27]=1. (7) Given the product [CH3:50][O:49][C:44]1[CH:45]=[CH:46][CH:47]=[CH:48][C:43]=1[O:42][CH2:41][CH2:40][NH:39][C:38]([N:15]1[CH2:16][C@H:17]([O:19][C:20]2[C:29]3[C:24](=[CH:25][C:26]([O:30][CH3:31])=[CH:27][CH:28]=3)[N:23]=[C:22]([C:32]3[CH:37]=[CH:36][CH:35]=[CH:34][CH:33]=3)[CH:21]=2)[CH2:18][C@H:14]1[C:12]([NH:11][C@:6]1([C:4]([OH:5])=[O:3])[CH2:8][C@H:7]1[CH:9]=[CH2:10])=[O:13])=[O:51], predict the reactants needed to synthesize it. The reactants are: C([O:3][C:4]([C@@:6]1([NH:11][C:12]([C@@H:14]2[CH2:18][C@@H:17]([O:19][C:20]3[C:29]4[C:24](=[CH:25][C:26]([O:30][CH3:31])=[CH:27][CH:28]=4)[N:23]=[C:22]([C:32]4[CH:37]=[CH:36][CH:35]=[CH:34][CH:33]=4)[CH:21]=3)[CH2:16][N:15]2[C:38](=[O:51])[NH:39][CH2:40][CH2:41][O:42][C:43]2[CH:48]=[CH:47][CH:46]=[CH:45][C:44]=2[O:49][CH3:50])=[O:13])[CH2:8][C@H:7]1[CH:9]=[CH2:10])=[O:5])C.[Li+].[OH-].CC(O)=O.C1(C)C=CC=CC=1. (8) Given the product [CH3:1][O:2][C:3]1[CH:4]=[CH:5][C:6]([C:17]2[C:18]([CH3:24])([CH3:23])[C:19](=[O:20])[NH:32][N:31]=2)=[C:7]2[C:12]=1[N:11]=[C:10]([C:13]([F:16])([F:15])[F:14])[CH:9]=[CH:8]2, predict the reactants needed to synthesize it. The reactants are: [CH3:1][O:2][C:3]1[CH:4]=[CH:5][C:6]([C:17](=O)[C:18]([CH3:24])([CH3:23])[C:19](OC)=[O:20])=[C:7]2[C:12]=1[N:11]=[C:10]([C:13]([F:16])([F:15])[F:14])[CH:9]=[CH:8]2.C(O)(=O)C.O.[NH2:31][NH2:32].O. (9) Given the product [Cl:9][C:10]1[CH:11]=[CH:12][C:13]([C@@H:16]([CH:4]([CH3:6])[CH3:5])[CH2:17][C:18]([N:20]2[C@@H:24]([C:25]3[CH:26]=[CH:27][CH:28]=[CH:29][CH:30]=3)[CH2:23][O:22][C:21]2=[O:31])=[O:19])=[CH:14][CH:15]=1, predict the reactants needed to synthesize it. The reactants are: CSC.[CH:4]([Mg]Br)([CH3:6])[CH3:5].[Cl:9][C:10]1[CH:15]=[CH:14][C:13](/[CH:16]=[CH:17]/[C:18]([N:20]2[C@@H:24]([C:25]3[CH:30]=[CH:29][CH:28]=[CH:27][CH:26]=3)[CH2:23][O:22][C:21]2=[O:31])=[O:19])=[CH:12][CH:11]=1. (10) Given the product [Cl:23][C:18]1[C:17]([C:13]2[CH:12]=[C:11]([N:9]3[CH:10]=[C:6]([C:4]([OH:5])=[O:3])[N:7]=[CH:8]3)[CH:16]=[CH:15][CH:14]=2)=[CH:22][CH:21]=[CH:20][N:19]=1, predict the reactants needed to synthesize it. The reactants are: C([O:3][C:4]([C:6]1[N:7]=[CH:8][N:9]([C:11]2[CH:16]=[CH:15][CH:14]=[C:13]([C:17]3[C:18]([Cl:23])=[N:19][CH:20]=[CH:21][CH:22]=3)[CH:12]=2)[CH:10]=1)=[O:5])C.[OH-].[K+].